Dataset: Forward reaction prediction with 1.9M reactions from USPTO patents (1976-2016). Task: Predict the product of the given reaction. (1) The product is: [CH3:1][O:2][C:3]([C:5]1[CH:14]=[C:13]([O:15][CH2:16][C:17]2[CH:22]=[CH:21][CH:20]=[CH:19][CH:18]=2)[C:12]2[C:7](=[C:8]([N+:37]([O-:39])=[O:38])[CH:9]=[C:10]([NH2:23])[CH:11]=2)[N:6]=1)=[O:4]. Given the reactants [CH3:1][O:2][C:3]([C:5]1[CH:14]=[C:13]([O:15][CH2:16][C:17]2[CH:22]=[CH:21][CH:20]=[CH:19][CH:18]=2)[C:12]2[C:7](=[C:8]([N+:37]([O-:39])=[O:38])[CH:9]=[C:10]([N:23]=C(C3C=CC=CC=3)C3C=CC=CC=3)[CH:11]=2)[N:6]=1)=[O:4].Cl, predict the reaction product. (2) Given the reactants [C:1]([C:3]1[CH:8]=[CH:7][C:6]([C:9]2[N:13]3[CH:14]=[C:15]([C:18]4[CH:26]=[CH:25][C:21]([C:22](O)=[O:23])=[CH:20][CH:19]=4)[CH:16]=[CH:17][C:12]3=[N:11][CH:10]=2)=[CH:5][CH:4]=1)#[N:2].CN(C(ON1N=NC2C=CC=NC1=2)=[N+](C)C)C.F[P-](F)(F)(F)(F)F.CN1CCOCC1.[C:58]1([C:64]2([OH:70])[CH2:69][CH2:68][NH:67][CH2:66][CH2:65]2)[CH:63]=[CH:62][CH:61]=[CH:60][CH:59]=1, predict the reaction product. The product is: [OH:70][C:64]1([C:58]2[CH:59]=[CH:60][CH:61]=[CH:62][CH:63]=2)[CH2:69][CH2:68][N:67]([C:22]([C:21]2[CH:20]=[CH:19][C:18]([C:15]3[CH:16]=[CH:17][C:12]4[N:13]([C:9]([C:6]5[CH:7]=[CH:8][C:3]([C:1]#[N:2])=[CH:4][CH:5]=5)=[CH:10][N:11]=4)[CH:14]=3)=[CH:26][CH:25]=2)=[O:23])[CH2:66][CH2:65]1. (3) Given the reactants [OH:1][C@@H:2]([C@H:4]1[C:36](=[O:37])[N:6]2[C:7]([C:23]([O:25]CC3C=CC([N+]([O-])=O)=CC=3)=[O:24])=[C:8]([C:11]3[S:15][C:14]4=[C:16]([S:19][CH2:20][CH2:21][OH:22])[N:17]=[CH:18][N:13]4[CH:12]=3)[C@H:9]([CH3:10])[C@H:5]12)[CH3:3].P([O-])([O-])([O-])=O.[Na+:43].[Na+].[Na+].[H][H], predict the reaction product. The product is: [OH:1][C@@H:2]([C@H:4]1[C:36](=[O:37])[N:6]2[C:7]([C:23]([O-:25])=[O:24])=[C:8]([C:11]3[S:15][C:14]4=[C:16]([S:19][CH2:20][CH2:21][OH:22])[N:17]=[CH:18][N:13]4[CH:12]=3)[C@H:9]([CH3:10])[C@H:5]12)[CH3:3].[Na+:43]. (4) Given the reactants [Br:1]N1C(=O)CCC1=O.[CH3:9][O:10][C:11]1[CH:12]=[C:13]([CH2:19][C:20]([O:22][CH3:23])=[O:21])[CH:14]=[CH:15][C:16]=1[O:17][CH3:18], predict the reaction product. The product is: [Br:1][C:14]1[CH:15]=[C:16]([O:17][CH3:18])[C:11]([O:10][CH3:9])=[CH:12][C:13]=1[CH2:19][C:20]([O:22][CH3:23])=[O:21]. (5) Given the reactants [F:1][C:2]1[CH:21]=[C:20]([F:22])[CH:19]=[CH:18][C:3]=1[O:4][C:5]1[C:14]([O:15][CH3:16])=[CH:13][CH:12]=[C:11]2[C:6]=1[CH:7]=[CH:8][C:9](=O)[NH:10]2.O=P(Cl)(Cl)[Cl:25], predict the reaction product. The product is: [Cl:25][C:9]1[CH:8]=[CH:7][C:6]2[C:11](=[CH:12][CH:13]=[C:14]([O:15][CH3:16])[C:5]=2[O:4][C:3]2[CH:18]=[CH:19][C:20]([F:22])=[CH:21][C:2]=2[F:1])[N:10]=1. (6) Given the reactants [Br:1][C:2]1[C:7]([CH3:8])=[CH:6][C:5](B2OC(C)(C)C(C)(C)O2)=[CH:4][C:3]=1[CH3:18].Br[C:20]1[CH:25]=[C:24]([CH3:26])[CH:23]=[CH:22][N:21]=1, predict the reaction product. The product is: [Br:1][C:2]1[C:3]([CH3:18])=[CH:4][C:5]([C:20]2[CH:25]=[C:24]([CH3:26])[CH:23]=[CH:22][N:21]=2)=[CH:6][C:7]=1[CH3:8]. (7) The product is: [C:1]([C:4]1[C:12]2[C:7](=[CH:8][C:9]([Cl:17])=[C:10]([C:13]([OH:15])=[O:14])[CH:11]=2)[NH:6][CH:5]=1)(=[O:3])[CH3:2]. Given the reactants [C:1]([C:4]1[C:12]2[C:7](=[CH:8][C:9]([Cl:17])=[C:10]([C:13]([O:15]C)=[O:14])[CH:11]=2)[NH:6][CH:5]=1)(=[O:3])[CH3:2], predict the reaction product. (8) Given the reactants [F:1][C:2]1[CH:9]=[CH:8][CH:7]=[CH:6][C:3]=1[CH:4]=O.C[O:11][C:12]1[CH:17]=CC=C[C:13]=1C=CC(=O)C, predict the reaction product. The product is: [F:1][C:2]1[CH:9]=[CH:8][CH:7]=[CH:6][C:3]=1[CH:4]=[CH:13][C:12](=[O:11])[CH3:17]. (9) Given the reactants CO[C:3](=[O:12])[CH2:4][C:5](=O)[CH2:6][CH2:7][CH2:8][CH2:9]Br.[C:13]1([NH:19][NH2:20])[CH:18]=[CH:17][CH:16]=[CH:15][CH:14]=1, predict the reaction product. The product is: [C:13]1([N:19]2[N:20]3[CH2:9][CH2:8][CH2:7][CH2:6][C:5]3=[CH:4][C:3]2=[O:12])[CH:18]=[CH:17][CH:16]=[CH:15][CH:14]=1. (10) Given the reactants [C:1]([O:5][C:6](=[O:31])[NH:7][CH2:8][CH2:9][N:10]1[C:19]([C:20]#[N:21])=[C:18]([C:22]2[CH:27]=[CH:26][CH:25]=[CH:24][CH:23]=2)[C:17]2[C:12](=[CH:13][CH:14]=[C:15]([O:28][CH3:29])[CH:16]=2)[C:11]1=[O:30])([CH3:4])([CH3:3])[CH3:2].[OH-].[NH4+], predict the reaction product. The product is: [C:1]([O:5][C:6](=[O:31])[NH:7][CH2:8][CH2:9][N:10]1[C:19]([CH2:20][NH2:21])=[C:18]([C:22]2[CH:27]=[CH:26][CH:25]=[CH:24][CH:23]=2)[C:17]2[C:12](=[CH:13][CH:14]=[C:15]([O:28][CH3:29])[CH:16]=2)[C:11]1=[O:30])([CH3:4])([CH3:2])[CH3:3].